Dataset: Catalyst prediction with 721,799 reactions and 888 catalyst types from USPTO. Task: Predict which catalyst facilitates the given reaction. (1) Product: [N+:22]([C:18]1[C:17]2[C:7]3[C:6](=[C:5]4[CH:4]=[C:3]5[O:2][CH2:1][O:13][C:12]5=[CH:11][C:10]4=[N:9][CH:8]=3)[N:14]([CH2:27][CH2:28][N:29]([CH3:31])[CH3:30])[C:15](=[O:26])[C:16]=2[CH:21]=[CH:20][CH:19]=1)([O-:24])=[O:23]. The catalyst class is: 2. Reactant: [CH2:1]1[O:13][C:12]2[CH:11]=[C:10]3[C:5]([C:6]([N:14]([CH2:27][CH2:28][N:29]([CH3:31])[CH3:30])[C:15](=[O:26])[C:16]4[CH:21]=[CH:20][CH:19]=[C:18]([N+:22]([O-:24])=[O:23])[C:17]=4Br)=[CH:7][CH:8]=[N:9]3)=[CH:4][C:3]=2[O:2]1.C1OC2C=C3C(C(NCCN(C)C)=CC=N3)=CC=2O1.C(N(CC)CC)C.BrC1C([N+]([O-])=O)=CC=CC=1C(Cl)=O. (2) Reactant: [OH:1][CH2:2][C@H:3]([NH:12][C:13](=[O:19])[O:14][C:15]([CH3:18])([CH3:17])[CH3:16])[CH2:4][O:5][CH:6]1[CH2:11][CH2:10][CH2:9][CH2:8][O:7]1.N1C=CN=C1.[CH3:25][C:26]([Si:29](Cl)([C:36]1[CH:41]=[CH:40][CH:39]=[CH:38][CH:37]=1)[C:30]1[CH:35]=[CH:34][CH:33]=[CH:32][CH:31]=1)([CH3:28])[CH3:27].COC1C=CC(C=O)=CC=1. Product: [Si:29]([O:1][CH2:2][C@H:3]([NH:12][C:13](=[O:19])[O:14][C:15]([CH3:16])([CH3:18])[CH3:17])[CH2:4][O:5][CH:6]1[CH2:11][CH2:10][CH2:9][CH2:8][O:7]1)([C:26]([CH3:28])([CH3:27])[CH3:25])([C:36]1[CH:37]=[CH:38][CH:39]=[CH:40][CH:41]=1)[C:30]1[CH:35]=[CH:34][CH:33]=[CH:32][CH:31]=1. The catalyst class is: 329. (3) Reactant: CO[C:3](=[O:22])[C:4]1[CH:9]=[C:8]([C:10]2[N:11]([CH2:15][CH3:16])[N:12]=[CH:13][CH:14]=2)[C:7]([C:17]([F:20])([F:19])[F:18])=[CH:6][C:5]=1[NH2:21].ClC(Cl)(O[C:27](=[O:33])OC(Cl)(Cl)Cl)Cl.C(N(CC)CC)C.[CH3:42][S:43]([NH:46][NH2:47])(=[O:45])=[O:44].[OH-].[Na+]. Product: [CH2:15]([N:11]1[C:10]([C:8]2[CH:9]=[C:4]3[C:5](=[CH:6][C:7]=2[C:17]([F:20])([F:18])[F:19])[NH:21][C:27](=[O:33])[N:47]([NH:46][S:43]([CH3:42])(=[O:45])=[O:44])[C:3]3=[O:22])=[CH:14][CH:13]=[N:12]1)[CH3:16]. The catalyst class is: 7. (4) Reactant: Cl[C:2]1[N:10]=[C:9]2[C:5]([N:6]=[C:7]([CH2:12][CH2:13][N:14]3[CH2:19][CH2:18][N:17]([S:20]([CH3:23])(=[O:22])=[O:21])[C:16]([CH3:25])([CH3:24])[CH2:15]3)[N:8]2[CH3:11])=[C:4]([N:26]2[CH2:31][CH2:30][O:29][CH2:28][CH2:27]2)[N:3]=1.[CH2:32]([C:34]1[NH:35][C:36]2[CH:42]=[CH:41][CH:40]=[CH:39][C:37]=2[N:38]=1)[CH3:33].CC(C1C=C(C(C)C)C(C2C=CC=CC=2P(C2CCCCC2)C2CCCCC2)=C(C(C)C)C=1)C.C([O-])([O-])=O.[Cs+].[Cs+]. Product: [CH3:24][C:16]1([CH3:25])[N:17]([S:20]([CH3:23])(=[O:21])=[O:22])[CH2:18][CH2:19][N:14]([CH2:13][CH2:12][C:7]2[N:8]([CH3:11])[C:9]3[C:5]([N:6]=2)=[C:4]([N:26]2[CH2:31][CH2:30][O:29][CH2:28][CH2:27]2)[N:3]=[C:2]([N:35]2[C:36]4[CH:42]=[CH:41][CH:40]=[CH:39][C:37]=4[N:38]=[C:34]2[CH2:32][CH3:33])[N:10]=3)[CH2:15]1. The catalyst class is: 62. (5) Reactant: C(Cl)(=O)C(Cl)=O.CS(C)=O.[CH3:11][O:12][C:13](=[O:27])[C@@H:14]1[CH2:18][CH:17]([OH:19])[CH2:16][N:15]1[C:20]([O:22][C:23]([CH3:26])([CH3:25])[CH3:24])=[O:21].C(N(CC)CC)C. Product: [CH3:11][O:12][C:13](=[O:27])[C@@H:14]1[CH2:18][C:17](=[O:19])[CH2:16][N:15]1[C:20]([O:22][C:23]([CH3:25])([CH3:24])[CH3:26])=[O:21]. The catalyst class is: 2. (6) Reactant: [N:1]1([C:12]([C:14]2[CH:19]=[CH:18][C:17]([CH2:20][CH2:21][C:22](O)=[O:23])=[CH:16][CH:15]=2)=[O:13])[CH2:7][CH2:6][CH2:5][CH2:4][C:3]2[CH:8]=[CH:9][CH:10]=[CH:11][C:2]1=2.S(Cl)(Cl)=O.[CH2:29]([NH2:36])[C:30]1[CH:35]=[CH:34][CH:33]=[CH:32][CH:31]=1.C(N(CC)CC)C. Product: [CH2:29]([NH:36][C:22](=[O:23])[CH2:21][CH2:20][C:17]1[CH:16]=[CH:15][C:14]([C:12]([N:1]2[CH2:7][CH2:6][CH2:5][CH2:4][C:11]3[CH:10]=[CH:9][CH:8]=[CH:3][C:2]2=3)=[O:13])=[CH:19][CH:18]=1)[C:30]1[CH:35]=[CH:34][CH:33]=[CH:32][CH:31]=1. The catalyst class is: 4. (7) The catalyst class is: 37. Product: [C:14]([C:4]1[N:3]=[C:2]([NH:16][C@H:17]2[CH2:21][CH2:20][N:19]([C:22]([O:24][C:25]([CH3:28])([CH3:27])[CH3:26])=[O:23])[CH2:18]2)[C:11]2[C:6]([CH:5]=1)=[CH:7][CH:8]=[CH:9][C:10]=2[O:12][CH3:13])#[N:15]. Reactant: Cl[C:2]1[C:11]2[C:6](=[CH:7][CH:8]=[CH:9][C:10]=2[O:12][CH3:13])[CH:5]=[C:4]([C:14]#[N:15])[N:3]=1.[NH2:16][C@H:17]1[CH2:21][CH2:20][N:19]([C:22]([O:24][C:25]([CH3:28])([CH3:27])[CH3:26])=[O:23])[CH2:18]1.CCN(CC)CC. (8) Reactant: [NH2:1][C:2]1[CH:3]=[C:4]([CH:8]=[C:9]([O:11][CH3:12])[CH:10]=1)[C:5]([OH:7])=O.[O:13]1[CH2:18][CH2:17][N:16]([CH2:19][CH2:20][NH2:21])[CH2:15][CH2:14]1.CCN(C(C)C)C(C)C.CN(C(ON1N=NC2C=CC=NC1=2)=[N+](C)C)C.F[P-](F)(F)(F)(F)F. Product: [NH2:1][C:2]1[CH:3]=[C:4]([CH:8]=[C:9]([O:11][CH3:12])[CH:10]=1)[C:5]([NH:21][CH2:20][CH2:19][N:16]1[CH2:17][CH2:18][O:13][CH2:14][CH2:15]1)=[O:7]. The catalyst class is: 2.